Dataset: Catalyst prediction with 721,799 reactions and 888 catalyst types from USPTO. Task: Predict which catalyst facilitates the given reaction. (1) Reactant: [C:1]([O:4][CH2:5][CH2:6][C@H:7]([OH:12])[CH2:8][CH2:9][CH2:10][CH3:11])(=[O:3])[CH3:2].CCN(CC)CC.[CH3:20][S:21](Cl)(=[O:23])=[O:22]. Product: [C:1]([O:4][CH2:5][CH2:6][C@H:7]([O:12][S:21]([CH3:20])(=[O:23])=[O:22])[CH2:8][CH2:9][CH2:10][CH3:11])(=[O:3])[CH3:2]. The catalyst class is: 28. (2) Reactant: C([O:3][C:4](=[O:30])[CH2:5][CH2:6][C:7]1[N:8]([C:20]2[CH:25]=[CH:24][C:23]([C:26](=[O:28])[NH2:27])=[CH:22][C:21]=2[CH3:29])[C:9]([C:12]2[CH:17]=[CH:16][C:15]([O:18][CH3:19])=[CH:14][CH:13]=2)=[CH:10][CH:11]=1)C.O.[OH-].[Na+]. Product: [C:26]([C:23]1[CH:24]=[CH:25][C:20]([N:8]2[C:9]([C:12]3[CH:17]=[CH:16][C:15]([O:18][CH3:19])=[CH:14][CH:13]=3)=[CH:10][CH:11]=[C:7]2[CH2:6][CH2:5][C:4]([OH:30])=[O:3])=[C:21]([CH3:29])[CH:22]=1)(=[O:28])[NH2:27]. The catalyst class is: 8.